From a dataset of Reaction yield outcomes from USPTO patents with 853,638 reactions. Predict the reaction yield, written as a fraction of the theoretical maximum amount of product (1.0 means a 100% yield; for example, 0.34 means a 34% yield). (1) The reactants are I[C:2]1[CH:3]=[C:4]2[C:8](=[CH:9][CH:10]=1)[N:7]([CH:11]1[CH2:16][CH2:15][CH2:14][CH2:13][O:12]1)[N:6]=[C:5]2[CH:17]=[O:18].[N:19]1[CH:24]=[CH:23][CH:22]=[C:21](B(O)O)[CH:20]=1.[O-]P([O-])([O-])=O.[K+].[K+].[K+]. The catalyst is O1CCOCC1.O.C1C=CC([P]([Pd]([P](C2C=CC=CC=2)(C2C=CC=CC=2)C2C=CC=CC=2)([P](C2C=CC=CC=2)(C2C=CC=CC=2)C2C=CC=CC=2)[P](C2C=CC=CC=2)(C2C=CC=CC=2)C2C=CC=CC=2)(C2C=CC=CC=2)C2C=CC=CC=2)=CC=1. The product is [N:19]1[CH:24]=[CH:23][CH:22]=[C:21]([C:2]2[CH:3]=[C:4]3[C:8](=[CH:9][CH:10]=2)[N:7]([CH:11]2[CH2:16][CH2:15][CH2:14][CH2:13][O:12]2)[N:6]=[C:5]3[CH:17]=[O:18])[CH:20]=1. The yield is 0.470. (2) The reactants are [CH:1]1([CH:4]([OH:7])[CH:5]=[CH2:6])[CH2:3][CH2:2]1.N#N.CCN(CC)CC.[Si:17](OS(C(F)(F)F)(=O)=O)([C:20]([CH3:23])([CH3:22])[CH3:21])([CH3:19])[CH3:18]. The catalyst is C(Cl)Cl. The product is [Si:17]([O:7][C@@H:4]([CH:1]1[CH2:3][CH2:2]1)[CH:5]=[CH2:6])([C:20]([CH3:23])([CH3:22])[CH3:21])([CH3:19])[CH3:18]. The yield is 0.770. (3) The catalyst is CN(C=O)C. The reactants are C(Cl)(=O)C(Cl)=O.[Br:7][C:8]1[N:9]=[C:10]([CH2:13][O:14][C:15]2[C:16]([F:25])=[C:17]([C:21]([F:24])=[CH:22][CH:23]=2)[C:18]([NH2:20])=O)[S:11][CH:12]=1.C(N(CC)CC)C. The yield is 0.710. The product is [Br:7][C:8]1[N:9]=[C:10]([CH2:13][O:14][C:15]2[C:16]([F:25])=[C:17]([C:21]([F:24])=[CH:22][CH:23]=2)[C:18]#[N:20])[S:11][CH:12]=1.